This data is from NCI-60 drug combinations with 297,098 pairs across 59 cell lines. The task is: Regression. Given two drug SMILES strings and cell line genomic features, predict the synergy score measuring deviation from expected non-interaction effect. (1) Drug 1: C1=NC2=C(N1)C(=S)N=C(N2)N. Drug 2: C(CN)CNCCSP(=O)(O)O. Cell line: KM12. Synergy scores: CSS=41.9, Synergy_ZIP=-1.11, Synergy_Bliss=-3.97, Synergy_Loewe=-37.4, Synergy_HSA=-4.51. (2) Cell line: M14. Drug 2: C(CC(=O)O)C(=O)CN.Cl. Synergy scores: CSS=24.3, Synergy_ZIP=-1.78, Synergy_Bliss=-1.26, Synergy_Loewe=-4.10, Synergy_HSA=-1.55. Drug 1: CC1C(C(CC(O1)OC2CC(OC(C2O)C)OC3=CC4=CC5=C(C(=O)C(C(C5)C(C(=O)C(C(C)O)O)OC)OC6CC(C(C(O6)C)O)OC7CC(C(C(O7)C)O)OC8CC(C(C(O8)C)O)(C)O)C(=C4C(=C3C)O)O)O)O. (3) Drug 2: C1CN(CCN1C(=O)CCBr)C(=O)CCBr. Drug 1: COC1=NC(=NC2=C1N=CN2C3C(C(C(O3)CO)O)O)N. Synergy scores: CSS=25.8, Synergy_ZIP=-5.92, Synergy_Bliss=2.71, Synergy_Loewe=-2.74, Synergy_HSA=2.44. Cell line: SNB-19. (4) Drug 1: CCC(=C(C1=CC=CC=C1)C2=CC=C(C=C2)OCCN(C)C)C3=CC=CC=C3.C(C(=O)O)C(CC(=O)O)(C(=O)O)O. Drug 2: CC=C1C(=O)NC(C(=O)OC2CC(=O)NC(C(=O)NC(CSSCCC=C2)C(=O)N1)C(C)C)C(C)C. Cell line: MALME-3M. Synergy scores: CSS=63.6, Synergy_ZIP=3.47, Synergy_Bliss=3.83, Synergy_Loewe=-58.8, Synergy_HSA=1.48. (5) Drug 1: C1=CC(=CC=C1CCCC(=O)O)N(CCCl)CCCl. Drug 2: C1=CN(C(=O)N=C1N)C2C(C(C(O2)CO)O)O.Cl. Cell line: KM12. Synergy scores: CSS=-4.32, Synergy_ZIP=-2.85, Synergy_Bliss=-11.2, Synergy_Loewe=-8.84, Synergy_HSA=-8.91. (6) Drug 2: C(CN)CNCCSP(=O)(O)O. Drug 1: CC1C(C(CC(O1)OC2CC(CC3=C2C(=C4C(=C3O)C(=O)C5=C(C4=O)C(=CC=C5)OC)O)(C(=O)CO)O)N)O.Cl. Cell line: UACC-257. Synergy scores: CSS=0.298, Synergy_ZIP=0.271, Synergy_Bliss=0.311, Synergy_Loewe=-1.19, Synergy_HSA=-1.84.